From a dataset of Reaction yield outcomes from USPTO patents with 853,638 reactions. Predict the reaction yield, written as a fraction of the theoretical maximum amount of product (1.0 means a 100% yield; for example, 0.34 means a 34% yield). (1) The reactants are [CH:1]([C:3]1[CH:4]=[C:5]([N:9]2[C:13]([NH:14][C:15]([NH:17][C:18]3[C:27]4[C:22](=[CH:23][CH:24]=[CH:25][CH:26]=4)[CH:21]=[CH:20][CH:19]=3)=[O:16])=[CH:12][C:11]([CH:28]([CH3:30])[CH3:29])=[N:10]2)[CH:6]=[CH:7][CH:8]=1)=[O:2].C[Si](C)(C)[C:33]([F:36])([F:35])[F:34].CCCC[N+](CCCC)(CCCC)CCCC.[F-]. The catalyst is C1COCC1. The product is [CH:28]([C:11]1[CH:12]=[C:13]([NH:14][C:15]([NH:17][C:18]2[C:27]3[C:22](=[CH:23][CH:24]=[CH:25][CH:26]=3)[CH:21]=[CH:20][CH:19]=2)=[O:16])[N:9]([C:5]2[CH:6]=[CH:7][CH:8]=[C:3]([CH:1]([OH:2])[C:33]([F:36])([F:35])[F:34])[CH:4]=2)[N:10]=1)([CH3:30])[CH3:29]. The yield is 0.140. (2) The reactants are [CH2:1]([O:3][C:4](=[O:9])[C:5]([CH2:7]Cl)=[CH2:6])[CH3:2].[CH2:10]([O:12][P:13]([CH2:18][CH:19]([CH2:29][OH:30])[CH2:20][P:21](=[O:28])([O:25][CH2:26][CH3:27])[O:22][CH2:23][CH3:24])(=[O:17])[O:14][CH2:15][CH3:16])[CH3:11].C(N(CC)CC)C. The catalyst is C1COCC1. The product is [CH2:23]([O:22][P:21]([CH2:20][CH:19]([CH2:29][O:30][CH2:7][C:5]([C:4]([O:3][CH2:1][CH3:2])=[O:9])=[CH2:6])[CH2:18][P:13](=[O:17])([O:14][CH2:15][CH3:16])[O:12][CH2:10][CH3:11])(=[O:28])[O:25][CH2:26][CH3:27])[CH3:24]. The yield is 0.480. (3) The product is [CH3:1][O:2][C:3]1[S:7][C:6]([C:8]([O:10][CH3:16])=[O:9])=[CH:5][CH:4]=1. The catalyst is CO. The yield is 0.560. The reactants are [CH3:1][O:2][C:3]1[S:7][C:6]([C:8]([OH:10])=[O:9])=[CH:5][CH:4]=1.OS(O)(=O)=O.[C:16]([O-])(O)=O.[Na+].[OH-].[Na+]. (4) The reactants are [CH2:1]([N:4]([CH2:33][CH2:34][CH3:35])[C:5]([C:7]1=[CH:8][C:9]2[CH:25]=[CH:24][C:23]([C:26]3[CH:31]=[CH:30][C:29]([OH:32])=[CH:28][CH:27]=3)=[CH:22][C:10]=2[N:11]=[C:12]([NH:14]C(=O)OC(C)(C)C)[CH2:13]1)=[O:6])[CH2:2][CH3:3].C(O)(C(F)(F)F)=O. The catalyst is ClCCl. The yield is 0.190. The product is [NH2:14][C:12]1[CH2:13][C:7]([C:5]([N:4]([CH2:33][CH2:34][CH3:35])[CH2:1][CH2:2][CH3:3])=[O:6])=[CH:8][C:9]2[CH:25]=[CH:24][C:23]([C:26]3[CH:31]=[CH:30][C:29]([OH:32])=[CH:28][CH:27]=3)=[CH:22][C:10]=2[N:11]=1.